From a dataset of Reaction yield outcomes from USPTO patents with 853,638 reactions. Predict the reaction yield, written as a fraction of the theoretical maximum amount of product (1.0 means a 100% yield; for example, 0.34 means a 34% yield). (1) The reactants are [F:1][C:2]1[CH:7]=[CH:6][CH:5]=[C:4]([F:8])[C:3]=1[O:9][C:10]1[CH:15]=[CH:14][C:13]([N+:16]([O-])=O)=[CH:12][CH:11]=1.O.NN. The catalyst is CO.[Ni]. The product is [F:1][C:2]1[CH:7]=[CH:6][CH:5]=[C:4]([F:8])[C:3]=1[O:9][C:10]1[CH:11]=[CH:12][C:13]([NH2:16])=[CH:14][CH:15]=1. The yield is 0.910. (2) The reactants are [CH3:1][S:2]([NH:5][C:6](=[O:12])[O:7][C:8]([CH3:11])([CH3:10])[CH3:9])(=[O:4])=[O:3].C([O-])([O-])=O.[K+].[K+].Cl[CH2:20][C:21]1[O:22][C:23]2[CH:29]=[C:28]([C:30]3[C:38]4[C:33](=[CH:34][C:35]([F:39])=[CH:36][CH:37]=4)[N:32]([S:40]([C:43]4[CH:48]=[CH:47][CH:46]=[CH:45][CH:44]=4)(=[O:42])=[O:41])[CH:31]=3)[CH:27]=[CH:26][C:24]=2[N:25]=1. The catalyst is CN(C=O)C. The product is [C:8]([O:7][C:6](=[O:12])[N:5]([CH2:20][C:21]1[O:22][C:23]2[CH:29]=[C:28]([C:30]3[C:38]4[C:33](=[CH:34][C:35]([F:39])=[CH:36][CH:37]=4)[N:32]([S:40]([C:43]4[CH:44]=[CH:45][CH:46]=[CH:47][CH:48]=4)(=[O:42])=[O:41])[CH:31]=3)[CH:27]=[CH:26][C:24]=2[N:25]=1)[S:2]([CH3:1])(=[O:4])=[O:3])([CH3:9])([CH3:11])[CH3:10]. The yield is 0.490. (3) The reactants are [OH:1][C:2]1[CH:7]=[C:6]([Cl:8])[CH:5]=[CH:4][C:3]=1[C:9]1[O:10][C:11]([CH:26]([CH3:28])[CH3:27])=[C:12]([CH2:14][CH2:15][C:16]([C:18]2[CH:23]=[CH:22][C:21]([OH:24])=[C:20]([CH3:25])[CH:19]=2)=[O:17])[N:13]=1.Br[C:30]([CH3:37])([CH3:36])[C:31]([O:33][CH2:34][CH3:35])=[O:32].C(=O)([O-])[O-].[K+].[K+]. The catalyst is C(C(C)=O)C. The product is [OH:1][C:2]1[CH:7]=[C:6]([Cl:8])[CH:5]=[CH:4][C:3]=1[C:9]1[O:10][C:11]([CH:26]([CH3:28])[CH3:27])=[C:12]([CH2:14][CH2:15][C:16]([C:18]2[CH:23]=[CH:22][C:21]([O:24][C:30]([CH3:37])([CH3:36])[C:31]([O:33][CH2:34][CH3:35])=[O:32])=[C:20]([CH3:25])[CH:19]=2)=[O:17])[N:13]=1. The yield is 0.430. (4) The reactants are [F:1][C:2]([F:12])([F:11])[CH2:3]/[CH:4]=[CH:5]/[C:6]([O:8][CH2:9][CH3:10])=[O:7].C(O)(C(F)(F)F)=O.[CH2:20]([N:27]([CH2:33]O)[CH2:28][Si](C)(C)C)[C:21]1[CH:26]=[CH:25][CH:24]=[CH:23][CH:22]=1. The catalyst is C(Cl)Cl. The product is [CH2:20]([N:27]1[CH2:33][C@@H:4]([CH2:3][C:2]([F:11])([F:12])[F:1])[C@H:5]([C:6]([O:8][CH2:9][CH3:10])=[O:7])[CH2:28]1)[C:21]1[CH:26]=[CH:25][CH:24]=[CH:23][CH:22]=1. The yield is 0.980.